Dataset: Peptide-MHC class II binding affinity with 134,281 pairs from IEDB. Task: Regression. Given a peptide amino acid sequence and an MHC pseudo amino acid sequence, predict their binding affinity value. This is MHC class II binding data. (1) The binding affinity (normalized) is 0.627. The MHC is DRB4_0101 with pseudo-sequence DRB4_0103. The peptide sequence is KEKVYLSWVPAHKGIGGNE. (2) The MHC is DRB1_0301 with pseudo-sequence DRB1_0301. The peptide sequence is SEYMTSWFYDNDNPY. The binding affinity (normalized) is 0.401. (3) The peptide sequence is NYLALLVKYVNGDGD. The MHC is HLA-DQA10102-DQB10602 with pseudo-sequence HLA-DQA10102-DQB10602. The binding affinity (normalized) is 0.217. (4) The peptide sequence is YDKFLPNVSTVLTGK. The MHC is DRB1_1602 with pseudo-sequence DRB1_1602. The binding affinity (normalized) is 0.703. (5) The peptide sequence is HGRQIRMAKLLGRDP. The MHC is HLA-DPA10103-DPB10401 with pseudo-sequence HLA-DPA10103-DPB10401. The binding affinity (normalized) is 0.436. (6) The binding affinity (normalized) is 0.607. The peptide sequence is THGIRPVVSTQLLLY. The MHC is DRB1_1201 with pseudo-sequence DRB1_1201. (7) The peptide sequence is AHKVAATAANAAPAN. The MHC is HLA-DPA10201-DPB11401 with pseudo-sequence HLA-DPA10201-DPB11401. The binding affinity (normalized) is 0.579. (8) The peptide sequence is ENGEWAIDFCPGVIRRHHG. The MHC is HLA-DQA10101-DQB10501 with pseudo-sequence HLA-DQA10101-DQB10501. The binding affinity (normalized) is 0.475. (9) The peptide sequence is APEVKYTVFETALKK. The MHC is HLA-DQA10301-DQB10302 with pseudo-sequence HLA-DQA10301-DQB10302. The binding affinity (normalized) is 0.190. (10) The peptide sequence is AGVLLTFVLLLSGQI. The MHC is DRB1_0701 with pseudo-sequence DRB1_0701. The binding affinity (normalized) is 0.413.